From a dataset of Catalyst prediction with 721,799 reactions and 888 catalyst types from USPTO. Predict which catalyst facilitates the given reaction. Reactant: [NH2:1][C:2]1[C:10](Br)=[CH:9][C:8]([CH3:12])=[CH:7][C:3]=1[C:4]([NH2:6])=[O:5].CC1(C)C(C)(C)OB([C:21]2[CH:22]=[C:23]3[C:28](=[CH:29][CH:30]=2)[CH:27]=[C:26]([NH:31][C:32]([C:34]2[CH:38]=[CH:37][S:36][CH:35]=2)=[O:33])[CH:25]=[CH:24]3)O1.C([O-])([O-])=O.[K+].[K+].O1CCOCC1. Product: [NH2:1][C:2]1[C:3]([C:4](=[O:5])[NH2:6])=[CH:7][C:8]([CH3:12])=[CH:9][C:10]=1[C:21]1[CH:22]=[C:23]2[C:28](=[CH:29][CH:30]=1)[CH:27]=[C:26]([NH:31][C:32]([C:34]1[CH:38]=[CH:37][S:36][CH:35]=1)=[O:33])[CH:25]=[CH:24]2. The catalyst class is: 386.